This data is from Full USPTO retrosynthesis dataset with 1.9M reactions from patents (1976-2016). The task is: Predict the reactants needed to synthesize the given product. (1) Given the product [Cl:1][C:2]1[CH:3]=[CH:4][C:5]([C:8]2[C:12]([CH2:13][OH:14])=[CH:11][O:10][N:9]=2)=[CH:6][CH:7]=1, predict the reactants needed to synthesize it. The reactants are: [Cl:1][C:2]1[CH:7]=[CH:6][C:5]([C:8]2[C:12]([C:13](O)=[O:14])=[CH:11][O:10][N:9]=2)=[CH:4][CH:3]=1.FC1C=CC(C2C(C(O)=O)=CON=2)=CC=1. (2) Given the product [Cl:1][C:2]1[CH:7]=[C:6]([Cl:8])[CH:5]=[CH:4][C:3]=1[CH2:9][CH:10]([C:20]1[CH:25]=[CH:24][C:23]([Cl:26])=[CH:22][CH:21]=1)[CH:11]([NH:13][S:14]([CH2:16][CH:17]([CH3:18])[CH3:19])=[O:15])[CH3:12], predict the reactants needed to synthesize it. The reactants are: [Cl:1][C:2]1[CH:7]=[C:6]([Cl:8])[CH:5]=[CH:4][C:3]=1[CH2:9][CH:10]([C:20]1[CH:25]=[CH:24][C:23]([Cl:26])=[CH:22][CH:21]=1)[C:11](=[N:13][S:14]([CH2:16][CH:17]([CH3:19])[CH3:18])=[O:15])[CH3:12].C[Mg]Br. (3) Given the product [N:21]1[C:29]2[C:24](=[N:25][CH:26]=[CH:27][CH:28]=2)[S:23][C:22]=1[NH:30][C:18]([C:13]1[CH:12]=[C:11]2[C:16]([CH:17]=[C:9]([C:3]3[C:4]([Cl:8])=[CH:5][CH:6]=[CH:7][C:2]=3[Cl:1])[NH:10]2)=[CH:15][CH:14]=1)=[O:20], predict the reactants needed to synthesize it. The reactants are: [Cl:1][C:2]1[CH:7]=[CH:6][CH:5]=[C:4]([Cl:8])[C:3]=1[C:9]1[NH:10][C:11]2[C:16]([CH:17]=1)=[CH:15][CH:14]=[C:13]([C:18]([OH:20])=O)[CH:12]=2.[N:21]1[C:29]2[C:24](=[N:25][CH:26]=[CH:27][CH:28]=2)[S:23][C:22]=1[NH2:30].CCN=C=NCCCN(C)C.C1C=CC2N(O)N=NC=2C=1. (4) Given the product [CH3:13][C:10]1([CH3:14])[O:9][CH:8]([CH2:7][C:6]2[CH:15]=[C:2]([N:20]3[CH:21]=[CH:22][CH:23]=[CH:24][C:19]3=[O:18])[CH:3]=[CH:4][C:5]=2[O:16][CH3:17])[CH2:12][O:11]1, predict the reactants needed to synthesize it. The reactants are: Br[C:2]1[CH:3]=[CH:4][C:5]([O:16][CH3:17])=[C:6]([CH:15]=1)[CH2:7][CH:8]1[CH2:12][O:11][C:10]([CH3:14])([CH3:13])[O:9]1.[OH:18][C:19]1[CH:24]=[CH:23][CH:22]=[CH:21][N:20]=1.C(=O)([O-])[O-].[K+].[K+]. (5) Given the product [ClH:25].[CH3:20][N:21]([CH3:26])[CH2:22][CH2:2][CH2:1][N:3]1[C:12]2[CH:11]=[CH:10][C:9]([CH3:13])=[CH:8][C:7]=2[C:6](=[O:14])[C:5]2[N:15]([CH3:18])[N:16]=[CH:17][C:4]1=2, predict the reactants needed to synthesize it. The reactants are: [CH2:1]([N:3]1[C:12]2[CH:11]=[CH:10][C:9]([CH3:13])=[CH:8][C:7]=2[C:6](=[O:14])[C:5]2[N:15]([CH3:18])[N:16]=[CH:17][C:4]1=2)[CH3:2].Cl.[CH3:20][N:21]([CH3:26])[CH2:22]CC[Cl:25].C(=O)([O-])[O-].[K+].[K+].O. (6) Given the product [CH2:5]([C:4]1[NH:9][C:13]([CH2:12][C:10]#[N:11])=[N:15][N:16]=1)[CH3:6], predict the reactants needed to synthesize it. The reactants are: [OH-].[Na+].Cl.[C:4](=[NH:9])(OC)[CH2:5][CH3:6].[C:10]([CH2:12][C:13]([NH:15][NH2:16])=O)#[N:11]. (7) Given the product [Br:9][C:4]1[CH:5]=[C:6]([N:16]([C:10]2[CH:11]=[CH:12][C:49]3[C:47](=[CH:48][CH:13]=[CH:14][CH:15]=3)[CH:46]=2)[C:40]2[CH:41]=[CH:42][CH:43]=[CH:44][CH:45]=2)[CH:7]=[C:2]([N:16]([C:17]2[CH:26]=[CH:25][C:24]3[C:19](=[CH:20][CH:21]=[CH:22][CH:23]=3)[CH:18]=2)[C:10]2[CH:15]=[CH:14][CH:13]=[CH:12][CH:11]=2)[CH:3]=1, predict the reactants needed to synthesize it. The reactants are: Br[C:2]1[CH:7]=[C:6](Br)[CH:5]=[C:4]([Br:9])[CH:3]=1.[C:10]1([NH:16][C:17]2[CH:26]=[CH:25][C:24]3[C:19](=[CH:20][CH:21]=[CH:22][CH:23]=3)[CH:18]=2)[CH:15]=[CH:14][CH:13]=[CH:12][CH:11]=1.[CH:40]1[CH:45]=[CH:44][C:43](P([C:40]2[CH:45]=[CH:44][CH:43]=[CH:42][CH:41]=2)[C:40]2[CH:45]=[CH:44][CH:43]=[CH:42][CH:41]=2)=[CH:42][CH:41]=1.[CH3:46][C:47]([O-])([CH3:49])[CH3:48].[Na+].